From a dataset of Forward reaction prediction with 1.9M reactions from USPTO patents (1976-2016). Predict the product of the given reaction. (1) Given the reactants CO[C:3]([C:5]1[S:6][CH:7]=[CH:8][C:9]=1[NH2:10])=[O:4].[C:11](#[N:13])[CH3:12], predict the reaction product. The product is: [CH3:12][C:11]1[N:13]=[C:3]([OH:4])[C:5]2[S:6][CH:7]=[CH:8][C:9]=2[N:10]=1. (2) Given the reactants [Al+3].[Cl-].[Cl-].[Cl-].[CH3:5][C:6]1[CH:10]=[CH:9][S:8][C:7]=1[C:11]([O:13][CH3:14])=[O:12].Cl[C:16]([CH3:19])([CH3:18])[CH3:17], predict the reaction product. The product is: [C:16]([C:9]1[S:8][C:7]([C:11]([O:13][CH3:14])=[O:12])=[C:6]([CH3:5])[CH:10]=1)([CH3:19])([CH3:18])[CH3:17]. (3) Given the reactants [CH3:1][C:2]1[N:6]([CH2:7][C:8]([N:10]2[CH2:15][CH2:14][CH:13]([C:16](=[S:18])[NH2:17])[CH2:12][CH2:11]2)=[O:9])[N:5]=[C:4]([C:19]([F:22])([F:21])[F:20])[CH:3]=1.Cl[CH2:24][C:25]([CH2:27]Cl)=O.C(=O)([O-])[O-:30].[Na+].[Na+], predict the reaction product. The product is: [CH:24]([C:25]1[N:17]=[C:16]([CH:13]2[CH2:14][CH2:15][N:10]([C:8](=[O:9])[CH2:7][N:6]3[C:2]([CH3:1])=[CH:3][C:4]([C:19]([F:22])([F:20])[F:21])=[N:5]3)[CH2:11][CH2:12]2)[S:18][CH:27]=1)=[O:30].